Dataset: Full USPTO retrosynthesis dataset with 1.9M reactions from patents (1976-2016). Task: Predict the reactants needed to synthesize the given product. (1) Given the product [CH3:2][C:1]1[N:4]2[C:5]([S:6][C:7]3[CH:12]=[CH:11][CH:10]=[CH:9][C:8]=32)=[C:22]([C:23]([O:25][CH3:26])=[O:24])[C:21]=1[C:27]([O:29][CH3:30])=[O:28], predict the reactants needed to synthesize it. The reactants are: [C:1]([N:4]1[C:8]2[CH:9]=[CH:10][CH:11]=[CH:12][C:7]=2[S:6][CH:5]1C#N)(=O)[CH3:2].F[B-](F)(F)F.[H+].[C:21]([C:27]([O:29][CH3:30])=[O:28])#[C:22][C:23]([O:25][CH3:26])=[O:24]. (2) Given the product [Cl:1][C:2]1[C:3]([F:33])=[C:4]([NH:8][C:9]2[C:18]3[C:13](=[CH:14][C:15]([O:31][CH3:32])=[C:16]([CH2:19][N:20]([C@@H:26]([CH3:30])[CH2:27][O:28][CH3:29])[C@@H:21]([C:23]([NH2:35])=[O:25])[CH3:22])[CH:17]=3)[N:12]=[CH:11][N:10]=2)[CH:5]=[CH:6][CH:7]=1, predict the reactants needed to synthesize it. The reactants are: [Cl:1][C:2]1[C:3]([F:33])=[C:4]([NH:8][C:9]2[C:18]3[C:13](=[CH:14][C:15]([O:31][CH3:32])=[C:16]([CH2:19][N:20]([C@@H:26]([CH3:30])[CH2:27][O:28][CH3:29])[C@@H:21]([C:23]([OH:25])=O)[CH3:22])[CH:17]=3)[N:12]=[CH:11][N:10]=2)[CH:5]=[CH:6][CH:7]=1.[Cl-].[NH4+:35]. (3) Given the product [CH2:9]([C:11]([C:14]1[CH:19]=[CH:18][C:57]([OH:60])=[C:16]([CH3:17])[CH:15]=1)([C:30]1[CH:35]=[CH:34][C:33]([C:36]#[C:37][C:38]2([OH:43])[CH2:42][CH2:41][CH2:40][CH2:39]2)=[C:32]([CH3:44])[CH:31]=1)[CH2:12][CH3:13])[CH3:10], predict the reactants needed to synthesize it. The reactants are: N1C(C)=CC=CC=1C.[CH2:9]([C:11]([C:30]1[CH:35]=[CH:34][C:33]([C:36]#[C:37][C:38]2([OH:43])[CH2:42][CH2:41][CH2:40][CH2:39]2)=[C:32]([CH3:44])[CH:31]=1)([C:14]1[CH:19]=[CH:18][C:17](B2OC(C)(C)C(C)(C)O2)=[C:16](C)[CH:15]=1)[CH2:12][CH3:13])[CH3:10].O([Si](C)(C)C)S(C(F)(F)F)(=O)=O.[C:57](=[O:60])(O)[O-].[Na+]. (4) Given the product [CH3:3][N:2]([N:4]=[N:5][C:6]1[CH:10]=[C:9]([N+:20]([O-:22])=[O:21])[S:8][C:7]=1[C:11]([O:13][CH3:14])=[O:12])[CH3:1], predict the reactants needed to synthesize it. The reactants are: [CH3:1][N:2]([N:4]=[N:5][C:6]1[CH:10]=[CH:9][S:8][C:7]=1[C:11]([O:13][CH3:14])=[O:12])[CH3:3].S(=O)(=O)(O)O.[N+:20]([O-])([OH:22])=[O:21].[OH-].[NH4+].